From a dataset of Full USPTO retrosynthesis dataset with 1.9M reactions from patents (1976-2016). Predict the reactants needed to synthesize the given product. (1) Given the product [F:1][C:2]1[C:7]([C:12]2([OH:15])[CH2:13][CH2:14][O:9][CH2:10][CH2:11]2)=[N:6][CH:5]=[CH:4][N:3]=1, predict the reactants needed to synthesize it. The reactants are: [F:1][C:2]1[C:7](I)=[N:6][CH:5]=[CH:4][N:3]=1.[O:9]1[CH2:14][CH2:13][C:12](=[O:15])[CH2:11][CH2:10]1. (2) Given the product [CH2:1]([O:3][C:4]([C:6]1([CH2:23][CH:24]=[CH2:25])[CH2:11][CH2:10][CH2:9][N:8]([CH2:12][CH:13]2[O:18][C:17]3[CH:19]=[CH:20][CH:21]=[CH:22][C:16]=3[O:15][CH2:14]2)[CH2:7]1)=[O:5])[CH3:2], predict the reactants needed to synthesize it. The reactants are: [CH2:1]([O:3][C:4]([C:6]1([CH2:23][CH3:24])[CH2:11][CH2:10][CH2:9][N:8]([CH2:12][CH:13]2[O:18][C:17]3[CH:19]=[CH:20][CH:21]=[CH:22][C:16]=3[O:15][CH2:14]2)[CH2:7]1)=[O:5])[CH3:2].[CH2:25](Br)C=C. (3) Given the product [O:1]=[C:2]1[CH:7]=[C:6]([NH:21][C:20]2[CH:22]=[CH:23][CH:24]=[C:18]([C:17]([F:16])([F:25])[F:26])[CH:19]=2)[CH2:5][CH2:4][N:3]1[C:9]([O:11][C:12]([CH3:15])([CH3:14])[CH3:13])=[O:10], predict the reactants needed to synthesize it. The reactants are: [O:1]=[C:2]1[CH2:7][C:6](=O)[CH2:5][CH2:4][N:3]1[C:9]([O:11][C:12]([CH3:15])([CH3:14])[CH3:13])=[O:10].[F:16][C:17]([F:26])([F:25])[C:18]1[CH:19]=[C:20]([CH:22]=[CH:23][CH:24]=1)[NH2:21].FC(F)(F)S([O-])(=O)=O.[Yb+3].FC(F)(F)S([O-])(=O)=O.FC(F)(F)S([O-])(=O)=O.